Dataset: Peptide-MHC class I binding affinity with 185,985 pairs from IEDB/IMGT. Task: Regression. Given a peptide amino acid sequence and an MHC pseudo amino acid sequence, predict their binding affinity value. This is MHC class I binding data. (1) The peptide sequence is QMSSGNLLF. The MHC is HLA-B15:01 with pseudo-sequence HLA-B15:01. The binding affinity (normalized) is 0.822. (2) The peptide sequence is GSPGGGNPL. The MHC is Mamu-A01 with pseudo-sequence Mamu-A01. The binding affinity (normalized) is 1.00. (3) The peptide sequence is VTECKLIYY. The MHC is HLA-A26:01 with pseudo-sequence HLA-A26:01. The binding affinity (normalized) is 0.0847. (4) The peptide sequence is TWLVHKQWFL. The MHC is HLA-A23:01 with pseudo-sequence HLA-A23:01. The binding affinity (normalized) is 0.554. (5) The peptide sequence is RLFYTFFSY. The MHC is HLA-B07:02 with pseudo-sequence HLA-B07:02. The binding affinity (normalized) is 0.145. (6) The peptide sequence is WRDDSRGRW. The MHC is HLA-A02:01 with pseudo-sequence HLA-A02:01. The binding affinity (normalized) is 0.0847.